The task is: Regression. Given a peptide amino acid sequence and an MHC pseudo amino acid sequence, predict their binding affinity value. This is MHC class I binding data.. This data is from Peptide-MHC class I binding affinity with 185,985 pairs from IEDB/IMGT. (1) The peptide sequence is RPPIFIRRL. The MHC is HLA-B40:02 with pseudo-sequence HLA-B40:02. The binding affinity (normalized) is 0. (2) The peptide sequence is REVIRIGIAY. The MHC is Mamu-A02 with pseudo-sequence Mamu-A02. The binding affinity (normalized) is 0.598. (3) The binding affinity (normalized) is 0.137. The peptide sequence is ALDLSHFLK. The MHC is HLA-A02:02 with pseudo-sequence HLA-A02:02. (4) The binding affinity (normalized) is 0.0847. The MHC is HLA-B35:01 with pseudo-sequence HLA-B35:01. The peptide sequence is IQYVIRAQL. (5) The peptide sequence is SEHFSLLFL. The MHC is HLA-B44:02 with pseudo-sequence HLA-B44:02. The binding affinity (normalized) is 0.0847.